This data is from Full USPTO retrosynthesis dataset with 1.9M reactions from patents (1976-2016). The task is: Predict the reactants needed to synthesize the given product. (1) Given the product [NH:18]1[CH:19]=[CH:20][N:16]=[C:17]1[NH:21][C:22]([C:24]1[C:32]2[N:31]=[C:30]([NH:33][C:13]([C:9]3[N:10]=[CH:11][C:12]4[C:7]([CH:8]=3)=[CH:6][CH:5]=[CH:4][C:3]=4[O:2][CH3:1])=[O:15])[NH:29][C:28]=2[CH:27]=[CH:26][CH:25]=1)=[O:23], predict the reactants needed to synthesize it. The reactants are: [CH3:1][O:2][C:3]1[CH:4]=[CH:5][CH:6]=[C:7]2[C:12]=1[CH:11]=[N:10][C:9]([C:13]([OH:15])=O)=[CH:8]2.[NH:16]1[CH:20]=[CH:19][N:18]=[C:17]1[NH:21][C:22]([C:24]1[C:32]2[NH:31][C:30]([NH2:33])=[N:29][C:28]=2[CH:27]=[CH:26][CH:25]=1)=[O:23].CN(C(ON1N=NC2C=CC=CC1=2)=[N+](C)C)C.F[P-](F)(F)(F)(F)F.CCN(C(C)C)C(C)C. (2) Given the product [NH2:1][C:4]1[CH:9]=[CH:8][CH:7]=[CH:6][C:5]=1[C:10]1[S:14][C:13]([C:15]([NH2:22])=[O:17])=[N:12][N:11]=1, predict the reactants needed to synthesize it. The reactants are: [N+:1]([C:4]1[CH:9]=[CH:8][CH:7]=[CH:6][C:5]=1[C:10]1[S:14][C:13]([C:15]([O:17]CC)=O)=[N:12][N:11]=1)([O-])=O.CO.[NH3:22].